This data is from Full USPTO retrosynthesis dataset with 1.9M reactions from patents (1976-2016). The task is: Predict the reactants needed to synthesize the given product. Given the product [CH2:22]([O:29][C:30](=[O:31])[NH:32][C:33]([CH3:39])([CH3:38])[CH2:34][C:35](=[O:36])[N:13]([CH3:14])[CH3:12])[C:23]1[CH:28]=[CH:27][CH:26]=[CH:25][CH:24]=1, predict the reactants needed to synthesize it. The reactants are: C1C=CC2N(O)N=NC=2C=1.C[CH2:12][N:13]=[C:14]=NCCCN(C)C.[CH2:22]([O:29][C:30]([NH:32][C:33]([CH3:39])([CH3:38])[CH2:34][C:35](O)=[O:36])=[O:31])[C:23]1[CH:28]=[CH:27][CH:26]=[CH:25][CH:24]=1.N(C)C.